This data is from NCI-60 drug combinations with 297,098 pairs across 59 cell lines. The task is: Regression. Given two drug SMILES strings and cell line genomic features, predict the synergy score measuring deviation from expected non-interaction effect. Drug 1: CNC(=O)C1=CC=CC=C1SC2=CC3=C(C=C2)C(=NN3)C=CC4=CC=CC=N4. Drug 2: COC1=NC(=NC2=C1N=CN2C3C(C(C(O3)CO)O)O)N. Cell line: HCT-15. Synergy scores: CSS=1.47, Synergy_ZIP=0.804, Synergy_Bliss=1.06, Synergy_Loewe=-3.93, Synergy_HSA=-1.57.